This data is from Forward reaction prediction with 1.9M reactions from USPTO patents (1976-2016). The task is: Predict the product of the given reaction. (1) Given the reactants [CH3:1][O:2][C:3]1[CH:4]=[C:5]([NH:9][C:10]2[N:15]=[C:14]([C:16]3[C:17]([C:21]4[CH:26]=[CH:25][C:24]([C:27]([F:30])([F:29])[F:28])=[CH:23][CH:22]=4)=[N:18][NH:19][CH:20]=3)[CH:13]=[CH:12][N:11]=2)[CH:6]=[CH:7][CH:8]=1.[CH3:31]O, predict the reaction product. The product is: [CH3:1][O:2][C:3]1[CH:4]=[C:5]([NH:9][C:10]2[N:15]=[C:14]([C:16]3[C:17]([C:21]4[CH:26]=[CH:25][C:24]([C:27]([F:30])([F:28])[F:29])=[CH:23][CH:22]=4)=[N:18][N:19]([CH3:31])[CH:20]=3)[CH:13]=[CH:12][N:11]=2)[CH:6]=[CH:7][CH:8]=1. (2) The product is: [CH3:24][N:25]([CH3:29])[C:26]([O:1][C:2]1[CH:3]=[C:4]2[C:9](=[CH:10][CH:11]=1)[CH:8]=[C:7]([C:12]([O:14][CH3:15])=[O:13])[CH:6]=[CH:5]2)=[S:27]. Given the reactants [OH:1][C:2]1[CH:3]=[C:4]2[C:9](=[CH:10][CH:11]=1)[CH:8]=[C:7]([C:12]([O:14][CH3:15])=[O:13])[CH:6]=[CH:5]2.C1N2CCN(CC2)C1.[CH3:24][N:25]([CH3:29])[C:26](Cl)=[S:27], predict the reaction product. (3) The product is: [C:17]([O:16][CH2:15][C@@H:6]1[C@@H:5]([O:4][C:1](=[O:3])[CH3:2])[CH:10]=[CH:9][C@@H:8]([O:21][CH3:20])[O:7]1)(=[O:19])[CH3:18]. Given the reactants [C:1]([O:4][C@H:5]1[C@H:10](OC(=O)C)[CH:9]=[CH:8][O:7][C@@H:6]1[CH2:15][O:16][C:17](=[O:19])[CH3:18])(=[O:3])[CH3:2].[CH3:20][OH:21], predict the reaction product. (4) Given the reactants [C:1]([O:7][CH3:8])(=[O:6])[CH2:2][C:3]([CH3:5])=O.C([O-])(=O)C.[NH4+:13], predict the reaction product. The product is: [C:1]([OH:7])(=[O:6])[CH3:2].[NH2:13][C@H:3]([CH3:5])[CH2:2][C:1]([O:7][CH3:8])=[O:6].